Dataset: NCI-60 drug combinations with 297,098 pairs across 59 cell lines. Task: Regression. Given two drug SMILES strings and cell line genomic features, predict the synergy score measuring deviation from expected non-interaction effect. (1) Drug 1: C1=CC=C(C(=C1)C(C2=CC=C(C=C2)Cl)C(Cl)Cl)Cl. Drug 2: C1=NC2=C(N=C(N=C2N1C3C(C(C(O3)CO)O)F)Cl)N. Cell line: SK-MEL-28. Synergy scores: CSS=3.51, Synergy_ZIP=-2.79, Synergy_Bliss=4.41, Synergy_Loewe=-16.2, Synergy_HSA=1.72. (2) Drug 1: CC12CCC(CC1=CCC3C2CCC4(C3CC=C4C5=CN=CC=C5)C)O. Drug 2: C1=NC(=NC(=O)N1C2C(C(C(O2)CO)O)O)N. Cell line: HOP-62. Synergy scores: CSS=1.38, Synergy_ZIP=-1.47, Synergy_Bliss=1.03, Synergy_Loewe=-1.64, Synergy_HSA=-0.439.